Dataset: Reaction yield outcomes from USPTO patents with 853,638 reactions. Task: Predict the reaction yield, written as a fraction of the theoretical maximum amount of product (1.0 means a 100% yield; for example, 0.34 means a 34% yield). (1) The reactants are [Br:1][C:2]1[C:7]2[N:8]=[C:9]([NH:11][C:12](=[O:15])[O:13][CH3:14])[S:10][C:6]=2[CH:5]=[C:4]([O:16][C:17]2[CH:22]=[CH:21][C:20]([N+:23]([O-])=O)=[CH:19][CH:18]=2)[CH:3]=1. The catalyst is CC(O)=O.[Zn]. The product is [Br:1][C:2]1[C:7]2[N:8]=[C:9]([NH:11][C:12](=[O:15])[O:13][CH3:14])[S:10][C:6]=2[CH:5]=[C:4]([O:16][C:17]2[CH:22]=[CH:21][C:20]([NH2:23])=[CH:19][CH:18]=2)[CH:3]=1. The yield is 0.650. (2) The reactants are [C:1]([O:5][C:6](=[O:22])[CH2:7][O:8][C:9]1[C:18]2[CH2:17][CH2:16][CH2:15][CH:14]([NH2:19])[C:13]=2[CH:12]=[C:11]([Cl:20])[C:10]=1[F:21])([CH3:4])([CH3:3])[CH3:2].[F:23][C:24]([F:40])([F:39])[C:25]1[CH:26]=[C:27]([S:35](Cl)(=[O:37])=[O:36])[CH:28]=[C:29]([C:31]([F:34])([F:33])[F:32])[CH:30]=1.C(N(C(C)C)CC)(C)C. The catalyst is O1CCCC1. The product is [C:1]([O:5][C:6](=[O:22])[CH2:7][O:8][C:9]1[C:18]2[CH2:17][CH2:16][CH2:15][CH:14]([NH:19][S:35]([C:27]3[CH:28]=[C:29]([C:31]([F:32])([F:33])[F:34])[CH:30]=[C:25]([C:24]([F:23])([F:39])[F:40])[CH:26]=3)(=[O:37])=[O:36])[C:13]=2[CH:12]=[C:11]([Cl:20])[C:10]=1[F:21])([CH3:4])([CH3:2])[CH3:3]. The yield is 0.710. (3) The reactants are Br[C:2]1[CH:3]=[C:4]([CH2:8][CH:9]2[CH2:14][CH2:13][N:12]([C:15]([O:17][C:18]([CH3:21])([CH3:20])[CH3:19])=[O:16])[CH2:11][CH2:10]2)[CH:5]=[CH:6][CH:7]=1.[B:22]1([B:22]2[O:26][C:25]([CH3:28])([CH3:27])[C:24]([CH3:30])([CH3:29])[O:23]2)[O:26][C:25]([CH3:28])([CH3:27])[C:24]([CH3:30])([CH3:29])[O:23]1.C([O-])(=O)C.[K+]. The catalyst is CN(C=O)C.CCOC(C)=O.C1C=CC(P(C2C=CC=CC=2)[C-]2C=CC=C2)=CC=1.C1C=CC(P(C2C=CC=CC=2)[C-]2C=CC=C2)=CC=1.Cl[Pd]Cl.[Fe+2]. The product is [CH3:29][C:24]1([CH3:30])[C:25]([CH3:28])([CH3:27])[O:26][B:22]([C:2]2[CH:3]=[C:4]([CH2:8][CH:9]3[CH2:14][CH2:13][N:12]([C:15]([O:17][C:18]([CH3:21])([CH3:20])[CH3:19])=[O:16])[CH2:11][CH2:10]3)[CH:5]=[CH:6][CH:7]=2)[O:23]1. The yield is 0.740. (4) The reactants are [C:1]1([C:7]2C=CC3C(=CC(C(O)=O)=CC=3)[N:8]=2)[CH:6]=[CH:5][CH:4]=[CH:3][CH:2]=1.C[O:21][C:22](=[O:32])C1C=CC(C=O)=C(N)C=1.[Br:33][C:34]1[CH:39]=[CH:38][CH:37]=[CH:36][C:35]=1[C:40](=O)[CH2:41][C:42]1[CH:47]=[CH:46][CH:45]=[CH:44][CH:43]=1.[OH-].[K+]. The catalyst is C(O)C. The product is [Br:33][C:34]1[CH:39]=[CH:38][CH:37]=[CH:36][C:35]=1[C:40]1[C:7]([C:1]2[CH:6]=[CH:5][CH:4]=[CH:3][CH:2]=2)=[N:8][C:47]2[C:42]([CH:41]=1)=[CH:43][C:44]([C:22]([OH:32])=[O:21])=[CH:45][CH:46]=2. The yield is 0.400.